This data is from Reaction yield outcomes from USPTO patents with 853,638 reactions. The task is: Predict the reaction yield, written as a fraction of the theoretical maximum amount of product (1.0 means a 100% yield; for example, 0.34 means a 34% yield). (1) The reactants are [CH2:1]([C:8]1[CH:9]=[C:10]([NH:14][C:15]2[N:23]=[CH:22][C:21]([F:24])=[CH:20][C:16]=2[C:17]([OH:19])=O)[CH:11]=[CH:12][CH:13]=1)[C:2]1[CH:7]=[CH:6][CH:5]=[CH:4][CH:3]=1.[NH2:25][C@@H:26]1[CH2:31][CH2:30][C@H:29]([NH:32][C:33]([C:35]2[N:36]=[C:37]3[CH:42]=[CH:41][CH:40]=[CH:39][N:38]3[CH:43]=2)=[O:34])[CH2:28][CH2:27]1.C(N(CC)CC)C. The catalyst is C(#N)C. The product is [CH2:1]([C:8]1[CH:9]=[C:10]([NH:14][C:15]2[C:16]([C:17]([NH:25][C@@H:26]3[CH2:27][CH2:28][C@H:29]([NH:32][C:33]([C:35]4[N:36]=[C:37]5[CH:42]=[CH:41][CH:40]=[CH:39][N:38]5[CH:43]=4)=[O:34])[CH2:30][CH2:31]3)=[O:19])=[CH:20][C:21]([F:24])=[CH:22][N:23]=2)[CH:11]=[CH:12][CH:13]=1)[C:2]1[CH:7]=[CH:6][CH:5]=[CH:4][CH:3]=1. The yield is 0.470. (2) The reactants are [C:1]([O:4][CH2:5][C:6]1[CH:15]=[CH:14][C:9]([C:10]([O:12][CH3:13])=[O:11])=[CH:8][N:7]=1)(=[O:3])[CH3:2].[BH3-]C#N.[Na+].[CH:20]1[CH:25]=[CH:24][C:23]([CH2:26][O:27][C:28](Cl)=[O:29])=[CH:22][CH:21]=1. The catalyst is CC(O)=O. The product is [C:1]([O:4][CH2:5][C@@H:6]1[N:7]([C:28]([O:27][CH2:26][C:23]2[CH:24]=[CH:25][CH:20]=[CH:21][CH:22]=2)=[O:29])[CH2:8][C@@H:9]([C:10]([O:12][CH3:13])=[O:11])[CH2:14][CH2:15]1)(=[O:3])[CH3:2]. The yield is 0.336. (3) The reactants are C([O:8][C:9]1[CH:10]=[CH:11][C:12]2[N:13]([CH2:25][OH:26])[C:14]3[C:19]([C:20]=2[CH:21]=1)=[CH:18][C:17]([N:22]([CH3:24])[CH3:23])=[CH:16][CH:15]=3)C1C=CC=CC=1.[C:27](O)(=O)C. The catalyst is CO.[Pd]. The product is [CH3:23][N:22]([CH3:24])[C:17]1[CH:18]=[C:19]2[C:14](=[CH:15][CH:16]=1)[N:13]([CH2:25][O:26][CH3:27])[C:12]1[CH:11]=[CH:10][C:9]([OH:8])=[CH:21][C:20]2=1. The yield is 1.00. (4) The reactants are Cl[C:2]1[C:3]2[C:10]([F:11])=[CH:9][N:8]([CH:12]3[CH2:17][CH2:16][N:15]([C:18]([O:20][C:21]([CH3:24])([CH3:23])[CH3:22])=[O:19])[CH2:14][CH2:13]3)[C:4]=2[N:5]=[CH:6][N:7]=1.[NH2:25][C:26]1[CH:36]=[CH:35][C:29]([C:30]([N:32]([CH3:34])[CH3:33])=[O:31])=[CH:28][C:27]=1[F:37].CC(C)([O-])C.[Na+].C(OCC)(=O)C. The catalyst is O1CCOCC1.C([O-])(=O)C.[Pd+2].C([O-])(=O)C.C(P(C(C)(C)C)C1C=CC=CC=1C1C=CC=CC=1)(C)(C)C. The product is [CH3:33][N:32]([CH3:34])[C:30]([C:29]1[CH:35]=[CH:36][C:26]([NH:25][C:2]2[C:3]3[C:10]([F:11])=[CH:9][N:8]([CH:12]4[CH2:17][CH2:16][N:15]([C:18]([O:20][C:21]([CH3:24])([CH3:23])[CH3:22])=[O:19])[CH2:14][CH2:13]4)[C:4]=3[N:5]=[CH:6][N:7]=2)=[C:27]([F:37])[CH:28]=1)=[O:31]. The yield is 0.370. (5) The reactants are Br[C:2]1[CH:6]=[CH:5][S:4][C:3]=1[C:7]1[CH:12]=[CH:11][CH:10]=[CH:9][CH:8]=1.[B:13](OC(C)C)([O:18]C(C)C)[O:14]C(C)C.[Li]CCCC. The catalyst is C1COCC1.Cl. The product is [C:7]1([C:3]2[S:4][CH:5]=[CH:6][C:2]=2[B:13]([OH:18])[OH:14])[CH:12]=[CH:11][CH:10]=[CH:9][CH:8]=1. The yield is 0.0500. (6) The reactants are [Cl:1][C:2]1[CH:3]=[C:4]([CH:17]=[CH:18][C:19]=1[O:20][CH2:21][C:22]([F:25])([F:24])[F:23])[CH2:5][N:6]1C(=O)C2C(=CC=CC=2)C1=O.CCCCCCCCCCCCN. No catalyst specified. The product is [ClH:1].[Cl:1][C:2]1[CH:3]=[C:4]([CH2:5][NH2:6])[CH:17]=[CH:18][C:19]=1[O:20][CH2:21][C:22]([F:24])([F:25])[F:23]. The yield is 0.890. (7) The reactants are [CH2:1]([O:8][C:9]1[CH:14]=[C:13]([O:15][CH2:16][C:17]2[CH:22]=[CH:21][CH:20]=[CH:19][CH:18]=2)[C:12]([C:23]([CH3:26])([CH3:25])[CH3:24])=[CH:11][C:10]=1[C:27](=[O:29])C)[C:2]1[CH:7]=[CH:6][CH:5]=[CH:4][CH:3]=1.[OH-:30].[Na+].BrBr. The catalyst is O1CCOCC1.O. The product is [CH2:1]([O:8][C:9]1[CH:14]=[C:13]([O:15][CH2:16][C:17]2[CH:22]=[CH:21][CH:20]=[CH:19][CH:18]=2)[C:12]([C:23]([CH3:24])([CH3:26])[CH3:25])=[CH:11][C:10]=1[C:27]([OH:29])=[O:30])[C:2]1[CH:7]=[CH:6][CH:5]=[CH:4][CH:3]=1. The yield is 0.790. (8) The yield is 0.930. No catalyst specified. The product is [Cl:1][C:2]1[CH:3]=[CH:4][C:5]2[CH2:11][S:10](=[O:12])(=[O:13])[N:9]([CH2:23][CH:24]=[C:25]([CH3:27])[CH3:26])[N:8]=[C:7]([C:14]3[CH:19]=[CH:18][C:17]([F:20])=[CH:16][CH:15]=3)[C:6]=2[CH:21]=1. The reactants are [Cl:1][C:2]1[CH:3]=[CH:4][C:5]2[CH2:11][S:10](=[O:13])(=[O:12])[NH:9][N:8]=[C:7]([C:14]3[CH:19]=[CH:18][C:17]([F:20])=[CH:16][CH:15]=3)[C:6]=2[CH:21]=1.Br[CH2:23][CH:24]=[C:25]([CH3:27])[CH3:26].